Dataset: Reaction yield outcomes from USPTO patents with 853,638 reactions. Task: Predict the reaction yield, written as a fraction of the theoretical maximum amount of product (1.0 means a 100% yield; for example, 0.34 means a 34% yield). The reactants are [C:1]([C:5]1[NH:6][C:7]2[C:12]([CH:13]=1)=[C:11]([F:14])[CH:10]=[CH:9][CH:8]=2)([CH3:4])([CH3:3])[CH3:2].[N+:15]([O-])([O-:17])=[O:16].[K+].O. The catalyst is OS(O)(=O)=O. The product is [C:1]([C:5]1[NH:6][C:7]2[C:12]([CH:13]=1)=[C:11]([F:14])[C:10]([N+:15]([O-:17])=[O:16])=[CH:9][CH:8]=2)([CH3:4])([CH3:2])[CH3:3]. The yield is 0.730.